From a dataset of Forward reaction prediction with 1.9M reactions from USPTO patents (1976-2016). Predict the product of the given reaction. Given the reactants [NH:1]1[C:9]2[C:4](=[CH:5][C:6]([C:10]3[C:14]4[C:15]([NH2:19])=[N:16][CH:17]=[CH:18][C:13]=4[S:12][CH:11]=3)=[CH:7][CH:8]=2)[CH2:3][CH2:2]1.CN(C(ON1N=NC2C=CC=NC1=2)=[N+](C)C)C.F[P-](F)(F)(F)(F)F.[Cl:44][C:45]1[CH:50]=[CH:49][CH:48]=[CH:47][C:46]=1[CH2:51][C:52](O)=[O:53].CCN(C(C)C)C(C)C, predict the reaction product. The product is: [Cl:44][C:45]1[CH:50]=[CH:49][CH:48]=[CH:47][C:46]=1[CH2:51][C:52]([N:1]1[C:9]2[C:4](=[CH:5][C:6]([C:10]3[C:14]4[C:15]([NH2:19])=[N:16][CH:17]=[CH:18][C:13]=4[S:12][CH:11]=3)=[CH:7][CH:8]=2)[CH2:3][CH2:2]1)=[O:53].